This data is from Catalyst prediction with 721,799 reactions and 888 catalyst types from USPTO. The task is: Predict which catalyst facilitates the given reaction. Reactant: [Cl:1][C:2]1[C:3]([O:9][CH2:10][C:11]([F:14])([F:13])[F:12])=[N:4][CH:5]=[C:6]([NH2:8])[CH:7]=1.[Br:15]N1C(=O)CCC1=O. Product: [Br:15][C:5]1[C:6]([NH2:8])=[CH:7][C:2]([Cl:1])=[C:3]([O:9][CH2:10][C:11]([F:13])([F:14])[F:12])[N:4]=1. The catalyst class is: 10.